From a dataset of Merck oncology drug combination screen with 23,052 pairs across 39 cell lines. Regression. Given two drug SMILES strings and cell line genomic features, predict the synergy score measuring deviation from expected non-interaction effect. (1) Drug 1: CC1(c2nc3c(C(N)=O)cccc3[nH]2)CCCN1. Drug 2: CNC(=O)c1cc(Oc2ccc(NC(=O)Nc3ccc(Cl)c(C(F)(F)F)c3)cc2)ccn1. Cell line: EFM192B. Synergy scores: synergy=9.93. (2) Drug 1: N.N.O=C(O)C1(C(=O)O)CCC1.[Pt]. Drug 2: O=C(O)C1(Cc2cccc(Nc3nccs3)n2)CCC(Oc2cccc(Cl)c2F)CC1. Cell line: OV90. Synergy scores: synergy=-9.18. (3) Drug 1: CN1C(=O)C=CC2(C)C3CCC4(C)C(NC(=O)OCC(F)(F)F)CCC4C3CCC12. Drug 2: Cc1nc(Nc2ncc(C(=O)Nc3c(C)cccc3Cl)s2)cc(N2CCN(CCO)CC2)n1. Cell line: UWB1289BRCA1. Synergy scores: synergy=7.87. (4) Drug 1: Cn1nnc2c(C(N)=O)ncn2c1=O. Drug 2: CC1(c2nc3c(C(N)=O)cccc3[nH]2)CCCN1. Cell line: SW620. Synergy scores: synergy=19.8. (5) Drug 1: CC(C)CC(NC(=O)C(Cc1ccccc1)NC(=O)c1cnccn1)B(O)O. Drug 2: CCc1cnn2c(NCc3ccc[n+]([O-])c3)cc(N3CCCCC3CCO)nc12. Cell line: CAOV3. Synergy scores: synergy=-23.2. (6) Drug 1: O=C(NOCC(O)CO)c1ccc(F)c(F)c1Nc1ccc(I)cc1F. Drug 2: COC1CC2CCC(C)C(O)(O2)C(=O)C(=O)N2CCCCC2C(=O)OC(C(C)CC2CCC(OP(C)(C)=O)C(OC)C2)CC(=O)C(C)C=C(C)C(O)C(OC)C(=O)C(C)CC(C)C=CC=CC=C1C. Cell line: OVCAR3. Synergy scores: synergy=33.2. (7) Drug 1: COC1=C2CC(C)CC(OC)C(O)C(C)C=C(C)C(OC(N)=O)C(OC)C=CC=C(C)C(=O)NC(=CC1=O)C2=O. Drug 2: CNC(=O)c1cc(Oc2ccc(NC(=O)Nc3ccc(Cl)c(C(F)(F)F)c3)cc2)ccn1. Cell line: MSTO. Synergy scores: synergy=-43.6. (8) Drug 1: CN1C(=O)C=CC2(C)C3CCC4(C)C(NC(=O)OCC(F)(F)F)CCC4C3CCC12. Drug 2: O=S1(=O)NC2(CN1CC(F)(F)F)C1CCC2Cc2cc(C=CCN3CCC(C(F)(F)F)CC3)ccc2C1. Cell line: UWB1289BRCA1. Synergy scores: synergy=1.06. (9) Drug 1: C#Cc1cccc(Nc2ncnc3cc(OCCOC)c(OCCOC)cc23)c1. Drug 2: CCc1c2c(nc3ccc(O)cc13)-c1cc3c(c(=O)n1C2)COC(=O)C3(O)CC. Cell line: SW837. Synergy scores: synergy=44.0.